The task is: Binary Classification. Given a miRNA mature sequence and a target amino acid sequence, predict their likelihood of interaction.. This data is from Experimentally validated miRNA-target interactions with 360,000+ pairs, plus equal number of negative samples. (1) The miRNA is cel-miR-268 with sequence GGCAAGAAUUAGAAGCAGUUUGGU. Result: 0 (no interaction). The protein sequence of the target gene is MTTHVTLEDALSNVDLLEELPLPDQQPCIEPPPSSIMYQANFDTNFEDRNAFVTGIARYIEQATVHSSMNEMLEEGHEYAVMLYTWRSCSRAIPQVKCNEQPNRVEIYEKTVEVLEPEVTKLMKFMYFQRKAIERFCSEVKRLCHAERRKDFVSEAYLLTLGKFINMFAVLDELKNMKCSVKNDHSAYKRAAQFLRKMADPQSIQESQNLSMFLANHNRITQCLHQQLEVIPGYEELLADIVNICVDYYENKMYLTPSEKHMLLKVMGFGLYLMDGNVSNIYKLDAKKRINLSKIDKFFK.... (2) The miRNA is hsa-miR-4633-5p with sequence AUAUGCCUGGCUAGCUCCUC. The protein sequence of the target gene is MPAVSKGDGMRGLAVFISDIRNCKSKEAEIKRINKELANIRSKFKGDKALDGYSKKKYVCKLLFIFLLGHDIDFGHMEAVNLLSSNKYTEKQIGYLFISVLVNSNSELIRLINNAIKNDLASRNPTFMCLALHCIANVGSREMGEAFAADIPRILVAGDSMDSVKQSAALCLLRLYKASPDLVPMGEWTARVVHLLNDQHMGVVTAAVSLITCLCKKNPDDFKTCVSLAVSRLSRIVSSASTDLQDYTYYFVPAPWLSVKLLRLLQCYPPPEDAAVKGRLVECLETVLNKAQEPPKSKKV.... Result: 0 (no interaction). (3) The miRNA is mmu-miR-574-5p with sequence UGAGUGUGUGUGUGUGAGUGUGU. The protein sequence of the target gene is MAQKPLRLLACGDVEGKFDILFNRVQAIQKKSGNFDLLLCVGNFFGSTQDAEWEEYKTGIKKAPIQTYVLGANNQETVKYFQDADGCELAENITYLGRKGIFTGSSGLQIVYLSGTESLNEPVPGYSFSPKDVSSLRMMLCTTSQFKGVDILLTSPWPKCVGNFGNSSGEVDTKKCGSALVSSLATGLKPRYHFAALEKTYYERLPYRNHIILQENAQHATRFIALANVGNPEKKKYLYAFSIVPMKLMDAAELVKQPPDVTENPYRKSGQEASIGKQILAPVEESACQFFFDLNEKQGR.... Result: 0 (no interaction). (4) The miRNA is hsa-miR-1238-3p with sequence CUUCCUCGUCUGUCUGCCCC. The protein sequence of the target gene is MTSKFLLVSFILAALSLSTTFSLQPDQQKVLLVSFDGFRWDYLYKVPTPHFHYIMKYGVHVKQVTNVFITKTYPNHYTLVTGLFAENHGIVANDMFDPIRNKSFSLDHMNIYDSKFWEEATPIWITNQRAGHTSGAAMWPGTDVKIHKRFPTHYMPYNESVSFEDRVAKIIEWFTSKEPINLGLLYWEDPDDMGHHLGPDSPLMGPVISDIDKKLGYLIQMLKKAKLWNTLNLIITSDHGMTQCSEERLIELDQYLDKDHYTLIDQSPVAAILPKEGKFDEVYEALTHAHPNLTVYKKED.... Result: 1 (interaction). (5) The miRNA is hsa-miR-4727-3p with sequence AUAGUGGGAAGCUGGCAGAUUC. The protein sequence of the target gene is MSEPIRVLVTGAAGQIAYSLLYSIGNGSVFGKDQPIILVLLDITPMMGVLDGVLMELQDCALPLLQDVIATDKEEIAFKDLDVAVLVGSMPRREGMERKDLLKANVKIFKSQGTALEKYAKKSVKVIVVGNPANTNCLTASKSAPSIPKENFSCLTRLDHNRAKSQIALKLGVTADDVKNVIIWGNHSSTQYPDVNHAKVKLQGKEVGVYEALKDDSWLKGEFITTVQQRGAAVIKARKLSSAMSAAKAIADHIRDIWFGTPEGEFVSMGVISDGNSYGVPDDLLYSFPVVIKNKTWKFV.... Result: 0 (no interaction). (6) The miRNA is hsa-miR-6834-3p with sequence UAUGUCCCAUCCCUCCAUCA. The protein sequence of the target gene is MDGSHSAALKLQQLPPTSSSSAVSEASFSYKENLIGALLAIFGHLVVSIALNLQKYCHIRLAGSKDPRAYFKTKTWWLGLFLMLLGELGVFASYAFAPLSLIVPLSAVSVIASAIIGIIFIKEKWKPKDFLRRYVLSFVGCGLAVVGTYLLVTFAPNSHEKMTGENVTRHLVSWPFLLYMLVEIILFCLLLYFYKEKNANNIVVILLLVALLGSMTVVTVKAVAGMLVLSIQGNLQLDYPIFYVMFVCMVATAVYQAAFLSQASQMYDSSLIASVGYILSTTIAITAGAIFYLDFIGEDV.... Result: 0 (no interaction). (7) The miRNA is hsa-miR-761 with sequence GCAGCAGGGUGAAACUGACACA. The protein sequence of the target gene is MMKFKPNQTRTYDREGFKKRAACLCFRSEQEDEVLLVSSSRYPDQWIVPGGGMEPEEEPGGAAVREVYEEAGVKGKLGRLLGIFENQDRKHRTYVYVLTVTEILEDWEDSVNIGRKREWFKVEDAIKVLQCHKPVHAEYLEKLKLGCSPANGNSTVPSLPDNNALFVTAAQTSGLPSSVR. Result: 0 (no interaction).